From a dataset of NCI-60 drug combinations with 297,098 pairs across 59 cell lines. Regression. Given two drug SMILES strings and cell line genomic features, predict the synergy score measuring deviation from expected non-interaction effect. (1) Drug 1: CCCS(=O)(=O)NC1=C(C(=C(C=C1)F)C(=O)C2=CNC3=C2C=C(C=N3)C4=CC=C(C=C4)Cl)F. Drug 2: CC=C1C(=O)NC(C(=O)OC2CC(=O)NC(C(=O)NC(CSSCCC=C2)C(=O)N1)C(C)C)C(C)C. Cell line: OVCAR3. Synergy scores: CSS=9.42, Synergy_ZIP=-1.25, Synergy_Bliss=-3.19, Synergy_Loewe=-32.0, Synergy_HSA=-4.11. (2) Drug 1: COC1=NC(=NC2=C1N=CN2C3C(C(C(O3)CO)O)O)N. Drug 2: CC1=C(C(=O)C2=C(C1=O)N3CC4C(C3(C2COC(=O)N)OC)N4)N. Cell line: HT29. Synergy scores: CSS=36.5, Synergy_ZIP=0.903, Synergy_Bliss=-0.625, Synergy_Loewe=-28.9, Synergy_HSA=-0.342. (3) Drug 1: C1=CN(C(=O)N=C1N)C2C(C(C(O2)CO)O)O.Cl. Drug 2: C1C(C(OC1N2C=NC(=NC2=O)N)CO)O. Cell line: SF-539. Synergy scores: CSS=24.0, Synergy_ZIP=-5.65, Synergy_Bliss=-0.0402, Synergy_Loewe=-0.668, Synergy_HSA=-0.0826.